This data is from Peptide-MHC class I binding affinity with 185,985 pairs from IEDB/IMGT. The task is: Regression. Given a peptide amino acid sequence and an MHC pseudo amino acid sequence, predict their binding affinity value. This is MHC class I binding data. The peptide sequence is RRFKEGGRGGKY. The MHC is HLA-B27:04 with pseudo-sequence YHTEYREICAKTDESTLYLNYHDYTWAELAYEWY. The binding affinity (normalized) is 0.213.